From a dataset of Catalyst prediction with 721,799 reactions and 888 catalyst types from USPTO. Predict which catalyst facilitates the given reaction. (1) Product: [CH3:26][C:21]1[C:20]([C:7]2[C:8]3[O:13][CH2:12][CH:11]([C:14]4[CH:19]=[CH:18][CH:17]=[CH:16][CH:15]=4)[N:10]4[CH:2]=[N:3][C:4]([C:9]=34)=[CH:5][CH:6]=2)=[C:24]([CH3:25])[O:23][N:22]=1. Reactant: Cl[C:2]1[N:10]2[CH:11]([C:14]3[CH:19]=[CH:18][CH:17]=[CH:16][CH:15]=3)[CH2:12][O:13][C:8]3=[C:9]2[C:4](=[CH:5][CH:6]=[C:7]3[C:20]2[C:21]([CH3:26])=[N:22][O:23][C:24]=2[CH3:25])[N:3]=1.Br[Zn]CCC. The catalyst class is: 176. (2) Reactant: [N:1]1([C:6]2[CH:7]=[C:8]([CH:21]=[CH:22][CH:23]=2)[CH2:9][NH:10][C:11]2[C:16]([C:17]([NH2:19])=[O:18])=[CH:15][N:14]=[C:13](Cl)[CH:12]=2)[CH:5]=[CH:4][N:3]=[CH:2]1.[NH2:24][C:25]1[CH:35]=[CH:34][C:28]([C:29]([N:31]([CH3:33])[CH3:32])=[O:30])=[CH:27][CH:26]=1.C([O-])([O-])=O.[Cs+].[Cs+].C1C=CC(P(C2C(C3C(P(C4C=CC=CC=4)C4C=CC=CC=4)=CC=C4C=3C=CC=C4)=C3C(C=CC=C3)=CC=2)C2C=CC=CC=2)=CC=1. Product: [N:1]1([C:6]2[CH:7]=[C:8]([CH:21]=[CH:22][CH:23]=2)[CH2:9][NH:10][C:11]2[C:16]([C:17]([NH2:19])=[O:18])=[CH:15][N:14]=[C:13]([NH:24][C:25]3[CH:26]=[CH:27][C:28]([C:29](=[O:30])[N:31]([CH3:32])[CH3:33])=[CH:34][CH:35]=3)[CH:12]=2)[CH:5]=[CH:4][N:3]=[CH:2]1. The catalyst class is: 231. (3) Reactant: C(OC([NH:8][C:9]1[CH:10]=[C:11]([C:15]2[CH:24]=[C:23]3[C:18]([CH2:19][CH2:20][CH:21]([C:25]([O:27][CH3:28])=[O:26])[CH2:22]3)=[CH:17][CH:16]=2)[CH:12]=[CH:13][CH:14]=1)=O)(C)(C)C.[ClH:29].O1CCOCC1. Product: [NH2:8][C:9]1[CH:10]=[C:11]([C:15]2[CH:24]=[C:23]3[C:18]([CH2:19][CH2:20][CH:21]([C:25]([O:27][CH3:28])=[O:26])[CH2:22]3)=[CH:17][CH:16]=2)[CH:12]=[CH:13][CH:14]=1.[ClH:29]. The catalyst class is: 2. (4) Reactant: [Br:1][C:2]1[CH:3]=[C:4]([N:12]([C@H:15]2[CH2:20][CH2:19][C@H:18]([N:21]([CH3:23])[CH3:22])[CH2:17][CH2:16]2)[CH2:13][CH3:14])[C:5]([CH3:11])=[C:6]([CH:10]=1)[C:7](O)=[O:8].[CH3:24][O:25][C:26]1[N:30]([CH3:31])[N:29]=[C:28]([CH3:32])[C:27]=1[CH2:33][NH2:34].C(N(CC)CC)C.C1CN([P+](ON2N=NC3C=CC=CC2=3)(N2CCCC2)N2CCCC2)CC1.F[P-](F)(F)(F)(F)F. Product: [Br:1][C:2]1[CH:3]=[C:4]([N:12]([C@H:15]2[CH2:16][CH2:17][C@H:18]([N:21]([CH3:22])[CH3:23])[CH2:19][CH2:20]2)[CH2:13][CH3:14])[C:5]([CH3:11])=[C:6]([CH:10]=1)[C:7]([NH:34][CH2:33][C:27]1[C:28]([CH3:32])=[N:29][N:30]([CH3:31])[C:26]=1[O:25][CH3:24])=[O:8]. The catalyst class is: 16. (5) Reactant: [I:1][C:2]1[CH:3]=[C:4]([OH:8])[CH:5]=[CH:6][CH:7]=1.Br[C:10]([CH3:16])([CH3:15])[C:11]([O:13][CH3:14])=[O:12].C(=O)([O-])[O-].[Cs+].[Cs+].O. Product: [I:1][C:2]1[CH:3]=[C:4]([CH:5]=[CH:6][CH:7]=1)[O:8][C:10]([CH3:16])([CH3:15])[C:11]([O:13][CH3:14])=[O:12]. The catalyst class is: 9.